The task is: Regression. Given a peptide amino acid sequence and an MHC pseudo amino acid sequence, predict their binding affinity value. This is MHC class I binding data.. This data is from Peptide-MHC class I binding affinity with 185,985 pairs from IEDB/IMGT. (1) The MHC is Mamu-A02 with pseudo-sequence Mamu-A02. The peptide sequence is PTPETVITSS. The binding affinity (normalized) is 0.205. (2) The peptide sequence is AKFASLDPW. The MHC is Mamu-B17 with pseudo-sequence Mamu-B17. The binding affinity (normalized) is 0.791. (3) The MHC is HLA-A23:01 with pseudo-sequence HLA-A23:01. The binding affinity (normalized) is 0.0692. The peptide sequence is FMVFLQTHI.